Dataset: CYP2C19 inhibition data for predicting drug metabolism from PubChem BioAssay. Task: Regression/Classification. Given a drug SMILES string, predict its absorption, distribution, metabolism, or excretion properties. Task type varies by dataset: regression for continuous measurements (e.g., permeability, clearance, half-life) or binary classification for categorical outcomes (e.g., BBB penetration, CYP inhibition). Dataset: cyp2c19_veith. The compound is OC(COCc1ccccc1)Cn1cnc2ccccc21. The result is 1 (inhibitor).